This data is from Full USPTO retrosynthesis dataset with 1.9M reactions from patents (1976-2016). The task is: Predict the reactants needed to synthesize the given product. (1) Given the product [Br:1][C:2]1[C:8]([OH:9])=[CH:7][C:5]2[N:6]=[C:12]([C:16]3[CH:20]=[CH:21][C:22]([OH:23])=[C:14]([F:13])[CH:15]=3)[O:11][C:4]=2[CH:3]=1, predict the reactants needed to synthesize it. The reactants are: [Br:1][C:2]1[C:8]([O:9]C)=[CH:7][C:5]([NH2:6])=[C:4]([O:11][CH3:12])[CH:3]=1.[F:13][C:14]1[CH:15]=[C:16]([CH:20]=[CH:21][C:22]=1[O:23]C)C(O)=O. (2) Given the product [Br:13][C:14]1[CH:23]=[C:22]([Br:24])[C:21]([CH2:25][CH2:2][O:4][C:5]([O:6][CH3:7])=[O:11])=[C:20]2[C:15]=1[CH:16]=[CH:17][CH:18]=[N:19]2, predict the reactants needed to synthesize it. The reactants are: Cl[C:2](Cl)([O:4][C:5](=[O:11])[O:6][C:7](Cl)(Cl)Cl)Cl.[Br:13][C:14]1[CH:23]=[C:22]([Br:24])[C:21]([CH2:25]CO)=[C:20]2[C:15]=1[CH:16]=[CH:17][CH:18]=[N:19]2. (3) Given the product [CH2:6]([N:8]1[CH2:9][CH2:10][CH:11]([N:14]2[C:18]3=[N:19][CH:20]=[N:21][C:22]([O:23][C:24]4[CH:25]=[CH:26][C:27]([S:30]([CH3:33])(=[O:32])=[O:31])=[CH:28][CH:29]=4)=[C:17]3[CH:16]=[N:15]2)[CH2:12][CH2:13]1)[C:42]1[CH:47]=[CH:46][CH:45]=[CH:44][CH:43]=1, predict the reactants needed to synthesize it. The reactants are: C(O[C:6]([N:8]1[CH2:13][CH2:12][CH:11]([N:14]2[C:18]3=[N:19][CH:20]=[N:21][C:22]([O:23][C:24]4[CH:29]=[CH:28][C:27]([S:30]([CH3:33])(=[O:32])=[O:31])=[CH:26][CH:25]=4)=[C:17]3[CH:16]=[N:15]2)[CH2:10][CH2:9]1)=O)(C)(C)C.FC(F)(F)C(O)=O.C(Br)[C:42]1[CH:47]=[CH:46][CH:45]=[CH:44][CH:43]=1. (4) Given the product [Br:19][C:20]1[CH:25]=[CH:24][C:23]2[NH:26][C:11]([C:7]3[N:8]([CH3:10])[N:9]=[C:5]([C:1]([CH3:4])([CH3:3])[CH3:2])[CH:6]=3)=[N:27][C:22]=2[CH:21]=1, predict the reactants needed to synthesize it. The reactants are: [C:1]([C:5]1[CH:6]=[C:7]([C:11](O)=O)[N:8]([CH3:10])[N:9]=1)([CH3:4])([CH3:3])[CH3:2].P(Cl)(Cl)(Cl)=O.[Br:19][C:20]1[CH:21]=[C:22]([NH2:27])[C:23]([NH2:26])=[CH:24][CH:25]=1.CCOC(C)=O. (5) Given the product [Br:21][C:17]1[CH:16]=[C:15]([CH:10]([S:7]([NH2:6])(=[O:8])=[O:9])[C:11]([OH:14])([CH3:12])[CH3:13])[CH:20]=[CH:19][CH:18]=1, predict the reactants needed to synthesize it. The reactants are: COC1C=C(OC)C=CC=1C[NH:6][S:7]([CH:10]([C:15]1[CH:20]=[CH:19][CH:18]=[C:17]([Br:21])[CH:16]=1)[C:11]([OH:14])([CH3:13])[CH3:12])(=[O:9])=[O:8].FC(F)(F)C(O)=O.O.C(=O)([O-])O.[Na+]. (6) Given the product [O:1]1[CH2:6][CH2:5][CH:4]([CH2:7][CH:8]([C:19]2[NH:27][C:22]3=[N:23][CH:24]=[CH:25][CH:26]=[C:21]3[CH:20]=2)[C:9]2[CH:10]=[CH:11][C:12]([C:15]([F:16])([F:17])[F:18])=[CH:13][CH:14]=2)[CH2:3][CH2:2]1, predict the reactants needed to synthesize it. The reactants are: [O:1]1[CH2:6][CH2:5][CH:4]([CH:7]=[C:8]([C:19]2[NH:27][C:22]3=[N:23][CH:24]=[CH:25][CH:26]=[C:21]3[CH:20]=2)[C:9]2[CH:14]=[CH:13][C:12]([C:15]([F:18])([F:17])[F:16])=[CH:11][CH:10]=2)[CH2:3][CH2:2]1. (7) Given the product [CH:1]1([C:4]2[C:5]([CH:14]=[CH2:15])=[CH:6][C:7]3[CH2:11][O:10][C:9](=[O:12])[C:8]=3[CH:13]=2)[CH2:3][CH2:2]1, predict the reactants needed to synthesize it. The reactants are: [CH:1]1([C:4]2[C:5]([CH2:14][CH2:15]O)=[CH:6][C:7]3[CH2:11][O:10][C:9](=[O:12])[C:8]=3[CH:13]=2)[CH2:3][CH2:2]1.CS(Cl)(=O)=O.[Cl-].[NH4+].C1CCN2C(=NCCC2)CC1.